Dataset: Full USPTO retrosynthesis dataset with 1.9M reactions from patents (1976-2016). Task: Predict the reactants needed to synthesize the given product. (1) The reactants are: [C:1]1([C:7]2[NH:8][C:9](=[O:18])[N:10]([CH:12]3[CH2:17][CH2:16][NH:15][CH2:14][CH2:13]3)[N:11]=2)[CH:6]=[CH:5][CH:4]=[CH:3][CH:2]=1.Cl[C:20]1[N:25]=[CH:24][N:23]=[C:22]([C:26]([C:28]2[CH:37]=[C:36]([CH3:38])[C:31]3[NH:32][C:33](=[O:35])[O:34][C:30]=3[CH:29]=2)=[O:27])[CH:21]=1.CCN(C(C)C)C(C)C. Given the product [CH3:38][C:36]1[C:31]2[NH:32][C:33](=[O:35])[O:34][C:30]=2[CH:29]=[C:28]([C:26]([C:22]2[CH:21]=[C:20]([N:15]3[CH2:14][CH2:13][CH:12]([N:10]4[C:9](=[O:18])[NH:8][C:7]([C:1]5[CH:2]=[CH:3][CH:4]=[CH:5][CH:6]=5)=[N:11]4)[CH2:17][CH2:16]3)[N:25]=[CH:24][N:23]=2)=[O:27])[CH:37]=1, predict the reactants needed to synthesize it. (2) Given the product [CH2:4]1[C:3]2[C:7](=[CH:8][CH:9]=[CH:10][CH:2]=2)[C:6](=[O:11])[CH2:5]1, predict the reactants needed to synthesize it. The reactants are: O[C:2]1[CH:10]=[CH:9][CH:8]=[C:7]2[C:3]=1[CH2:4][CH2:5][C:6]2=[O:11].N1C=CN=C1.C([Si](C)(C)Cl)(C)(C)C.O.